From a dataset of Catalyst prediction with 721,799 reactions and 888 catalyst types from USPTO. Predict which catalyst facilitates the given reaction. (1) Product: [CH2:1]([O:3][C:4]([C:6]1[C:7]([OH:29])=[C:8]2[CH:14]=[C:13]([C:16]3[CH:21]=[CH:20][C:19]([F:22])=[CH:18][CH:17]=3)[N:12]([C:23]3[CH:24]=[CH:25][CH:26]=[CH:27][CH:28]=3)[C:9]2=[CH:10][N:11]=1)=[O:5])[CH3:2]. Reactant: [CH2:1]([O:3][C:4]([C:6]1[C:7]([OH:29])=[C:8]2[C:14](Br)=[C:13]([C:16]3[CH:21]=[CH:20][C:19]([F:22])=[CH:18][CH:17]=3)[N:12]([C:23]3[CH:28]=[CH:27][CH:26]=[CH:25][CH:24]=3)[C:9]2=[CH:10][N:11]=1)=[O:5])[CH3:2].C([O-])=O.[NH4+]. The catalyst class is: 99. (2) Reactant: [CH3:1][O:2][C:3]1[CH:12]=[CH:11][CH:10]=[C:9]2[C:4]=1[CH2:5][CH2:6][NH:7][CH2:8]2.C(N(CC)CC)C.[C:20](Cl)(=[O:22])[CH3:21]. Product: [C:20]([N:7]1[CH2:6][CH2:5][C:4]2[C:9](=[CH:10][CH:11]=[CH:12][C:3]=2[O:2][CH3:1])[CH2:8]1)(=[O:22])[CH3:21]. The catalyst class is: 2. (3) Product: [Cl:1][C:2]1[CH:3]=[C:4]([C:8]2[N:16]=[C:15]([C:17]([NH:36][NH2:37])=[O:19])[N:14]=[C:13]3[C:9]=2[N:10]([CH2:28][C@H:29]2[CH2:30][CH2:31][C@H:32]([CH3:35])[CH2:33][CH2:34]2)[C:11]([N:21]2[CH2:26][CH2:25][O:24][CH2:23][C@H:22]2[CH3:27])=[N:12]3)[CH:5]=[N:6][CH:7]=1. Reactant: [Cl:1][C:2]1[CH:3]=[C:4]([C:8]2[N:16]=[C:15]([C:17]([O:19]C)=O)[N:14]=[C:13]3[C:9]=2[N:10]([CH2:28][C@H:29]2[CH2:34][CH2:33][C@H:32]([CH3:35])[CH2:31][CH2:30]2)[C:11]([N:21]2[CH2:26][CH2:25][O:24][CH2:23][C@H:22]2[CH3:27])=[N:12]3)[CH:5]=[N:6][CH:7]=1.[NH2:36][NH2:37].C1COCC1. The catalyst class is: 5.